From a dataset of Full USPTO retrosynthesis dataset with 1.9M reactions from patents (1976-2016). Predict the reactants needed to synthesize the given product. (1) Given the product [CH3:25][O:24][C:22]([C:19]1([O:18][C:2]2[C:11]([N+:12]([O-:14])=[O:13])=[CH:10][C:5]([C:6]([O:8][CH3:9])=[O:7])=[C:4]([CH3:15])[CH:3]=2)[CH2:21][CH2:20]1)=[O:23], predict the reactants needed to synthesize it. The reactants are: F[C:2]1[C:11]([N+:12]([O-:14])=[O:13])=[CH:10][C:5]([C:6]([O:8][CH3:9])=[O:7])=[C:4]([CH3:15])[CH:3]=1.[H-].[Na+].[OH:18][C:19]1([C:22]([O:24][CH3:25])=[O:23])[CH2:21][CH2:20]1.Cl. (2) The reactants are: [NH2:1][C:2]1[CH:7]=[CH:6][CH:5]=[CH:4][C:3]=1[NH:8][C:9](=[O:28])[C:10]1[CH:15]=[CH:14][C:13]([CH2:16]NC2C=CC(S(C)(=O)=O)=CC=2)=[CH:12][CH:11]=1.[NH2:29][C:30]1[C:31]([C:39](=[O:41])[CH3:40])=[CH:32][C:33]2[O:37][CH2:36][O:35][C:34]=2[CH:38]=1.[C:42](C1C=CC(C(O)=O)=CC=1)(=O)C. Given the product [C:39]([C:31]1[C:30]([NH:29][CH:16]([C:13]2[CH:12]=[CH:11][C:10]([C:9]([NH:8][C:3]3[CH:4]=[CH:5][CH:6]=[CH:7][C:2]=3[NH2:1])=[O:28])=[CH:15][CH:14]=2)[CH3:42])=[CH:38][C:34]2[O:35][CH2:36][O:37][C:33]=2[CH:32]=1)(=[O:41])[CH3:40], predict the reactants needed to synthesize it. (3) Given the product [CH2:1]([O:3][C:4](=[O:25])[CH2:5][C:6]1[CH:7]=[C:8]([C:14]2[CH:19]=[CH:18][C:17]([F:20])=[CH:16][C:15]=2[CH2:21][N:22]([C:29]([CH:26]2[CH2:28][CH2:27]2)=[O:30])[CH2:23][CH3:24])[C:9]([O:12][CH3:13])=[CH:10][CH:11]=1)[CH3:2], predict the reactants needed to synthesize it. The reactants are: [CH2:1]([O:3][C:4](=[O:25])[CH2:5][C:6]1[CH:7]=[C:8]([C:14]2[CH:19]=[CH:18][C:17]([F:20])=[CH:16][C:15]=2[CH2:21][NH:22][CH2:23][CH3:24])[C:9]([O:12][CH3:13])=[CH:10][CH:11]=1)[CH3:2].[CH:26]1([C:29](Cl)=[O:30])[CH2:28][CH2:27]1.